Task: Predict the reactants needed to synthesize the given product.. Dataset: Full USPTO retrosynthesis dataset with 1.9M reactions from patents (1976-2016) (1) Given the product [ClH:32].[F:27][C:9]1[CH:10]=[CH:11][C:12]2[O:13][C:14]3([C:5]4[CH:4]=[N:33][N:34]([CH3:35])[C:6]=4[C:7]=2[CH:8]=1)[CH2:19][CH2:18][NH:17][CH2:16][CH2:15]3, predict the reactants needed to synthesize it. The reactants are: C(O[CH:4](OCC)[CH:5]1[C:14]2([CH2:19][CH2:18][N:17](C(OC(C)(C)C)=O)[CH2:16][CH2:15]2)[O:13][C:12]2[C:7](=[CH:8][C:9]([F:27])=[CH:10][CH:11]=2)[C:6]1=O)C.[ClH:32].[NH2:33][N:34](C)[C:35](=O)OC(C)(C)C. (2) Given the product [O:50]=[C:36]1[N:35]2[CH2:51][C@H:26]([O:25][C:19](=[O:30])[NH:18][CH2:17][C:14]3[CH:15]=[CH:16][C:11]([F:10])=[CH:12][CH:13]=3)[CH2:33][C@H:34]2[CH2:38][N:37]1[C:39]1[CH:40]=[CH:41][C:42]([O:45][C:46]([F:49])([F:47])[F:48])=[CH:43][CH:44]=1, predict the reactants needed to synthesize it. The reactants are: C(N(C(C)C)CC)(C)C.[F:10][C:11]1[CH:16]=[CH:15][C:14]([CH2:17][NH2:18])=[CH:13][CH:12]=1.[C:19](=[O:30])([O:25][C:26](Cl)(Cl)Cl)OC(Cl)(Cl)Cl.O[C@H]1[CH2:51][N:35]2[C:36](=[O:50])[N:37]([C:39]3[CH:44]=[CH:43][C:42]([O:45][C:46]([F:49])([F:48])[F:47])=[CH:41][CH:40]=3)[CH2:38][C@@H:34]2[CH2:33]1.